The task is: Predict the reactants needed to synthesize the given product.. This data is from Full USPTO retrosynthesis dataset with 1.9M reactions from patents (1976-2016). (1) Given the product [C:1]1([C:7]2[C:8]3[CH:17]=[CH:16][CH:15]=[CH:14][C:9]=3[S:10][C:11]=2[C:12]([OH:20])=[O:13])[CH:2]=[CH:3][CH:4]=[CH:5][CH:6]=1, predict the reactants needed to synthesize it. The reactants are: [C:1]1([C:7]2[C:8]3[CH:17]=[CH:16][CH:15]=[CH:14][C:9]=3[S:10][C:11]=2[CH:12]=[O:13])[CH:6]=[CH:5][CH:4]=[CH:3][CH:2]=1.OO.[O-:20]Cl=O.[Na+]. (2) The reactants are: Br[C:2]1[CH:3]=[C:4]([C:8]2[N:13]=[C:12]([C:14]([F:17])([F:16])[F:15])[CH:11]=[C:10]([C:18]3[CH:23]=[CH:22][C:21]([C:24]([F:27])([F:26])[F:25])=[CH:20][CH:19]=3)[N:9]=2)[CH:5]=[CH:6][CH:7]=1.[CH3:28][C:29]([CH3:45])([CH3:44])[CH2:30][O:31][S:32]([C:35]1[CH:36]=[C:37](B(O)O)[CH:38]=[CH:39][CH:40]=1)(=[O:34])=[O:33]. Given the product [CH3:28][C:29]([CH3:45])([CH3:44])[CH2:30][O:31][S:32]([C:35]1[CH:36]=[C:37]([C:2]2[CH:7]=[CH:6][CH:5]=[C:4]([C:8]3[N:13]=[C:12]([C:14]([F:15])([F:16])[F:17])[CH:11]=[C:10]([C:18]4[CH:19]=[CH:20][C:21]([C:24]([F:27])([F:25])[F:26])=[CH:22][CH:23]=4)[N:9]=3)[CH:3]=2)[CH:38]=[CH:39][CH:40]=1)(=[O:34])=[O:33], predict the reactants needed to synthesize it. (3) Given the product [Cl:1][C:2]1[CH:7]=[CH:6][N:5]=[C:4]2[N:8]([CH2:12][O:13][CH2:14][CH2:15][Si:16]([CH3:19])([CH3:18])[CH3:17])[C:9]([C:20]3[CH:25]=[CH:24][CH:23]=[CH:22][CH:21]=3)=[CH:10][C:3]=12, predict the reactants needed to synthesize it. The reactants are: [Cl:1][C:2]1[CH:7]=[CH:6][N:5]=[C:4]2[N:8]([CH2:12][O:13][CH2:14][CH2:15][Si:16]([CH3:19])([CH3:18])[CH3:17])[C:9](I)=[CH:10][C:3]=12.[C:20]1(B(O)O)[CH:25]=[CH:24][CH:23]=[CH:22][CH:21]=1.C(=O)([O-])[O-].[K+].[K+]. (4) Given the product [Cl:1][C:2]1[C:3]([F:28])=[C:4]([CH:8]2[C:12]([C:15]3[CH:20]=[CH:19][C:18]([Cl:21])=[CH:17][C:16]=3[F:22])([C:13]#[N:14])[CH:11]([CH2:23][C:24]([CH3:25])([CH3:27])[CH3:26])[CH2:10][N:9]2[S:36]([C:33]2[CH:34]=[N:35][C:30]([Cl:29])=[CH:31][CH:32]=2)(=[O:38])=[O:37])[CH:5]=[CH:6][CH:7]=1, predict the reactants needed to synthesize it. The reactants are: [Cl:1][C:2]1[C:3]([F:28])=[C:4]([CH:8]2[C:12]([C:15]3[CH:20]=[CH:19][C:18]([Cl:21])=[CH:17][C:16]=3[F:22])([C:13]#[N:14])[CH:11]([CH2:23][C:24]([CH3:27])([CH3:26])[CH3:25])[CH2:10][NH:9]2)[CH:5]=[CH:6][CH:7]=1.[Cl:29][C:30]1[N:35]=[CH:34][C:33]([S:36](Cl)(=[O:38])=[O:37])=[CH:32][CH:31]=1. (5) Given the product [CH3:12][CH:10]([CH2:9][C@H:4]([CH2:2][NH2:3])[CH2:5][C:6]([OH:8])=[O:7])[CH3:11], predict the reactants needed to synthesize it. The reactants are: [K+].[C:2]([C@@H:4]([CH2:9][CH:10]([CH3:12])[CH3:11])[CH2:5][C:6]([O-:8])=[O:7])#[N:3].